Dataset: Catalyst prediction with 721,799 reactions and 888 catalyst types from USPTO. Task: Predict which catalyst facilitates the given reaction. (1) Reactant: [Br:1][C:2]1[CH:3]=[C:4]2[C:8](=[CH:9][CH:10]=1)[C:7](=[O:11])[O:6][CH2:5]2.[NH4+:12].[OH-]. Product: [Br:1][C:2]1[CH:10]=[CH:9][C:8]([C:7]([NH2:12])=[O:11])=[C:4]([CH2:5][OH:6])[CH:3]=1. The catalyst class is: 5. (2) Reactant: Cl[CH2:2][C:3]1[N:8]=[N:7][C:6]([C:9]2[CH:10]=[C:11]([CH:17]=[CH:18][C:19]=2[F:20])[C:12]([N:14]([CH3:16])[CH3:15])=[O:13])=[CH:5][CH:4]=1.[N-:21]=[N+:22]=[N-:23].[Na+]. Product: [N:21]([CH2:2][C:3]1[N:8]=[N:7][C:6]([C:9]2[CH:10]=[C:11]([CH:17]=[CH:18][C:19]=2[F:20])[C:12]([N:14]([CH3:16])[CH3:15])=[O:13])=[CH:5][CH:4]=1)=[N+:22]=[N-:23]. The catalyst class is: 3. (3) Reactant: CON(C)[C:4]([C:6]1[C:14]2[O:13][C:12]([C:15]3[CH:20]=[CH:19][C:18]([O:21][CH3:22])=[CH:17][CH:16]=3)=[CH:11][C:10]=2[CH:9]=[C:8]([O:23][CH3:24])[CH:7]=1)=[O:5].[CH3:26][Li].Cl. Product: [CH3:24][O:23][C:8]1[CH:7]=[C:6]([C:4](=[O:5])[CH3:26])[C:14]2[O:13][C:12]([C:15]3[CH:20]=[CH:19][C:18]([O:21][CH3:22])=[CH:17][CH:16]=3)=[CH:11][C:10]=2[CH:9]=1. The catalyst class is: 1.